This data is from NCI-60 drug combinations with 297,098 pairs across 59 cell lines. The task is: Regression. Given two drug SMILES strings and cell line genomic features, predict the synergy score measuring deviation from expected non-interaction effect. (1) Drug 1: CC1(CCCN1)C2=NC3=C(C=CC=C3N2)C(=O)N. Drug 2: CCC1(C2=C(COC1=O)C(=O)N3CC4=CC5=C(C=CC(=C5CN(C)C)O)N=C4C3=C2)O. Cell line: HT29. Synergy scores: CSS=55.6, Synergy_ZIP=1.13, Synergy_Bliss=-3.31, Synergy_Loewe=-36.8, Synergy_HSA=-4.79. (2) Drug 1: COC1=NC(=NC2=C1N=CN2C3C(C(C(O3)CO)O)O)N. Drug 2: CC=C1C(=O)NC(C(=O)OC2CC(=O)NC(C(=O)NC(CSSCCC=C2)C(=O)N1)C(C)C)C(C)C. Cell line: HT29. Synergy scores: CSS=41.1, Synergy_ZIP=1.33, Synergy_Bliss=-4.81, Synergy_Loewe=-71.5, Synergy_HSA=-8.95. (3) Drug 1: CN1CCC(CC1)COC2=C(C=C3C(=C2)N=CN=C3NC4=C(C=C(C=C4)Br)F)OC. Drug 2: C1=NC2=C(N=C(N=C2N1C3C(C(C(O3)CO)O)F)Cl)N. Cell line: OVCAR-5. Synergy scores: CSS=21.7, Synergy_ZIP=-1.05, Synergy_Bliss=4.71, Synergy_Loewe=5.27, Synergy_HSA=7.42. (4) Drug 1: C1CCN(CC1)CCOC2=CC=C(C=C2)C(=O)C3=C(SC4=C3C=CC(=C4)O)C5=CC=C(C=C5)O. Drug 2: CC1=CC2C(CCC3(C2CCC3(C(=O)C)OC(=O)C)C)C4(C1=CC(=O)CC4)C. Cell line: NCI-H226. Synergy scores: CSS=-17.2, Synergy_ZIP=7.04, Synergy_Bliss=-4.48, Synergy_Loewe=-10.4, Synergy_HSA=-14.7. (5) Drug 1: CC1=C2C(C(=O)C3(C(CC4C(C3C(C(C2(C)C)(CC1OC(=O)C(C(C5=CC=CC=C5)NC(=O)OC(C)(C)C)O)O)OC(=O)C6=CC=CC=C6)(CO4)OC(=O)C)OC)C)OC. Drug 2: C1CC(=O)NC(=O)C1N2CC3=C(C2=O)C=CC=C3N. Cell line: HCT116. Synergy scores: CSS=73.4, Synergy_ZIP=18.1, Synergy_Bliss=17.8, Synergy_Loewe=-16.8, Synergy_HSA=19.4. (6) Drug 1: C1=CC(=CC=C1CC(C(=O)O)N)N(CCCl)CCCl.Cl. Drug 2: COC1=NC(=NC2=C1N=CN2C3C(C(C(O3)CO)O)O)N. Cell line: IGROV1. Synergy scores: CSS=14.7, Synergy_ZIP=-1.35, Synergy_Bliss=4.00, Synergy_Loewe=-13.8, Synergy_HSA=1.03. (7) Drug 1: CC1C(C(CC(O1)OC2CC(CC3=C2C(=C4C(=C3O)C(=O)C5=C(C4=O)C(=CC=C5)OC)O)(C(=O)C)O)N)O.Cl. Drug 2: CC(C)NC(=O)C1=CC=C(C=C1)CNNC.Cl. Cell line: UO-31. Synergy scores: CSS=14.0, Synergy_ZIP=-2.97, Synergy_Bliss=2.41, Synergy_Loewe=-23.8, Synergy_HSA=3.10.